This data is from Reaction yield outcomes from USPTO patents with 853,638 reactions. The task is: Predict the reaction yield, written as a fraction of the theoretical maximum amount of product (1.0 means a 100% yield; for example, 0.34 means a 34% yield). (1) The reactants are I.[Cl:2][C:3]1[N:4]=[CH:5][N:6]([C:8]2[CH:13]=[CH:12][C:11]([NH:14][C:15](SC)=[NH:16])=[CH:10][C:9]=2[O:19][CH3:20])[CH:7]=1.[Cl:21][CH2:22][CH2:23][CH2:24][CH2:25][CH:26]([C:30]1[CH:35]=[CH:34][C:33]([F:36])=[CH:32][CH:31]=1)[C:27](O)=O.[NH2:37][NH2:38]. No catalyst specified. The product is [Cl:21][CH2:22][CH2:23][CH2:24][CH2:25][CH:26]([C:27]1[NH:38][N:37]=[C:15]([NH:14][C:11]2[CH:12]=[CH:13][C:8]([N:6]3[CH:7]=[C:3]([Cl:2])[N:4]=[CH:5]3)=[C:9]([O:19][CH3:20])[CH:10]=2)[N:16]=1)[C:30]1[CH:35]=[CH:34][C:33]([F:36])=[CH:32][CH:31]=1. The yield is 0.790. (2) The reactants are [C:1]([C:3]1[CH:8]=[CH:7][C:6]([S:9](Cl)(=[O:11])=[O:10])=[CH:5][CH:4]=1)#[N:2].[CH:13]1[CH:17]=[C:16]([CH2:18][NH2:19])[O:15][CH:14]=1.O. The catalyst is N1C=CC=CC=1. The product is [C:1]([C:3]1[CH:8]=[CH:7][C:6]([S:9]([NH:19][CH2:18][C:16]2[O:15][CH:14]=[CH:13][CH:17]=2)(=[O:11])=[O:10])=[CH:5][CH:4]=1)#[N:2]. The yield is 0.890. (3) The reactants are [NH2:1][C:2]1[C:3]2[C:10]([C:11]3[C:12]([F:27])=[C:13]4[C:17](=[CH:18][CH:19]=3)[N:16](C(OC(C)(C)C)=O)[CH2:15][CH2:14]4)=[CH:9][N:8]([CH3:28])[C:4]=2[N:5]=[CH:6][N:7]=1.[ClH:29]. No catalyst specified. The product is [ClH:29].[ClH:29].[F:27][C:12]1[C:11]([C:10]2[C:3]3[C:2]([NH2:1])=[N:7][CH:6]=[N:5][C:4]=3[N:8]([CH3:28])[CH:9]=2)=[CH:19][CH:18]=[C:17]2[C:13]=1[CH2:14][CH2:15][NH:16]2. The yield is 0.790. (4) The reactants are C([O:3][C:4]([C:6]1[O:7][C:8]2[CH:15]=[CH:14][CH:13]=[C:12]([O:16][CH3:17])[C:9]=2[C:10]=1[CH3:11])=[O:5])C.[Li+].[OH-]. The catalyst is C1COCC1. The product is [CH3:17][O:16][C:12]1[C:9]2[C:10]([CH3:11])=[C:6]([C:4]([OH:5])=[O:3])[O:7][C:8]=2[CH:15]=[CH:14][CH:13]=1. The yield is 0.910.